This data is from Forward reaction prediction with 1.9M reactions from USPTO patents (1976-2016). The task is: Predict the product of the given reaction. Given the reactants [NH:1]([C:3]1[CH:4]=[CH:5][C:6]([O:9][CH3:10])=[N:7][CH:8]=1)[NH2:2].Cl.[Na].[C:13]([CH:15]=[C:16](O)[C:17]([O:19][CH2:20][CH3:21])=[O:18])#[N:14], predict the reaction product. The product is: [NH2:14][C:13]1[N:1]([C:3]2[CH:8]=[N:7][C:6]([O:9][CH3:10])=[CH:5][CH:4]=2)[N:2]=[C:16]([C:17]([O:19][CH2:20][CH3:21])=[O:18])[CH:15]=1.